From a dataset of TCR-epitope binding with 47,182 pairs between 192 epitopes and 23,139 TCRs. Binary Classification. Given a T-cell receptor sequence (or CDR3 region) and an epitope sequence, predict whether binding occurs between them. (1) The epitope is AYILFTRFFYV. The TCR CDR3 sequence is CASSSLAGVNNEQFF. Result: 0 (the TCR does not bind to the epitope). (2) The epitope is GTSGSPIVNR. The TCR CDR3 sequence is CASSLGGGELFF. Result: 0 (the TCR does not bind to the epitope).